Dataset: Catalyst prediction with 721,799 reactions and 888 catalyst types from USPTO. Task: Predict which catalyst facilitates the given reaction. (1) Reactant: [CH:1]([C:3]1[CH:8]=[CH:7][C:6](B(O)O)=[CH:5][CH:4]=1)=[O:2].Br[C:13]1[CH:21]=[CH:20][C:16]2[N:17]=[CH:18][S:19][C:15]=2[CH:14]=1.C([O-])([O-])=O.[K+].[K+]. Product: [S:19]1[C:15]2[CH:14]=[C:13]([C:6]3[CH:7]=[CH:8][C:3]([CH:1]=[O:2])=[CH:4][CH:5]=3)[CH:21]=[CH:20][C:16]=2[N:17]=[CH:18]1. The catalyst class is: 70. (2) Reactant: [CH3:1][O:2][C:3]1[CH:27]=[C:26]([O:28][CH3:29])[CH:25]=[CH:24][C:4]=1[CH2:5][NH:6][C:7]1[C:16]2[C:11](=[C:12]([C:21]([OH:23])=O)[CH:13]=[C:14]([C:17]#[C:18][CH2:19][OH:20])[CH:15]=2)[N:10]=[CH:9][N:8]=1.CCN(C(C)C)C(C)C.CN(C(ON1N=NC2C=CC=NC1=2)=[N+](C)C)C.F[P-](F)(F)(F)(F)F.[NH2:63][C:64]1[C:65]([F:78])=[C:66]([NH:71][S:72]([CH2:75][CH2:76][CH3:77])(=[O:74])=[O:73])[CH:67]=[CH:68][C:69]=1[F:70]. Product: [F:78][C:65]1[C:66]([NH:71][S:72]([CH2:75][CH2:76][CH3:77])(=[O:74])=[O:73])=[CH:67][CH:68]=[C:69]([F:70])[C:64]=1[NH:63][C:21]([C:12]1[CH:13]=[C:14]([C:17]#[C:18][CH2:19][OH:20])[CH:15]=[C:16]2[C:11]=1[N:10]=[CH:9][N:8]=[C:7]2[NH:6][CH2:5][C:4]1[CH:24]=[CH:25][C:26]([O:28][CH3:29])=[CH:27][C:3]=1[O:2][CH3:1])=[O:23]. The catalyst class is: 31. (3) Reactant: C[C:2]1[C:10]([Br:11])=[CH:9][C:5]([C:6]([OH:8])=[O:7])=[C:4]([CH3:12])[C:3]=1[N+:13]([O-:15])=[O:14].IC.[C:18](=O)([O-])[O-].[Na+].[Na+]. Product: [Br:11][C:10]1[CH:2]=[C:3]([N+:13]([O-:15])=[O:14])[C:4]([CH3:12])=[C:5]([CH:9]=1)[C:6]([O:8][CH3:18])=[O:7]. The catalyst class is: 18. (4) Reactant: [Br:1][C:2]1[NH:6][CH:5]=[C:4]([CH:7]=[O:8])[CH:3]=1.[H-].[Na+].[C:11]1([S:17](Cl)(=[O:19])=[O:18])[CH:16]=[CH:15][CH:14]=[CH:13][CH:12]=1. Product: [Br:1][C:2]1[N:6]([S:17]([C:11]2[CH:16]=[CH:15][CH:14]=[CH:13][CH:12]=2)(=[O:19])=[O:18])[CH:5]=[C:4]([CH:7]=[O:8])[CH:3]=1. The catalyst class is: 30. (5) Reactant: [NH2:1][C:2]1[CH:10]=[CH:9][C:5]([C:6]([OH:8])=[O:7])=[CH:4][CH:3]=1.[NH2:11][C:12]1[N:17]=[C:16]([CH3:18])[CH:15]=[C:14]([Cl:19])[N:13]=1.Cl. Product: [ClH:19].[NH2:11][C:12]1[N:13]=[C:14]([NH:1][C:2]2[CH:10]=[CH:9][C:5]([C:6]([OH:8])=[O:7])=[CH:4][CH:3]=2)[CH:15]=[C:16]([CH3:18])[N:17]=1. The catalyst class is: 486. (6) Reactant: [N-:1]=[N+:2]=[N-:3].[Na+].Br[CH2:6][CH2:7][CH2:8][CH2:9][CH2:10][CH2:11][CH2:12][OH:13]. Product: [N:1]([CH2:6][CH2:7][CH2:8][CH2:9][CH2:10][CH2:11][CH2:12][OH:13])=[N+:2]=[N-:3]. The catalyst class is: 3. (7) Reactant: C[O:2][C:3](=[O:23])[C@@H:4]([N:12]1[CH2:20][C:19]2[C:14](=[CH:15][CH:16]=[CH:17][C:18]=2[F:21])[C:13]1=[O:22])[CH2:5][CH:6]1[CH2:11][CH2:10][CH2:9][CH2:8][CH2:7]1.O.[OH-].[Li+].Cl. Product: [CH:6]1([CH2:5][C@H:4]([N:12]2[CH2:20][C:19]3[C:14](=[CH:15][CH:16]=[CH:17][C:18]=3[F:21])[C:13]2=[O:22])[C:3]([OH:23])=[O:2])[CH2:11][CH2:10][CH2:9][CH2:8][CH2:7]1. The catalyst class is: 30. (8) Reactant: [Cl:1][C:2]1[CH:36]=[CH:35][CH:34]=[C:33]([C:37]([F:40])([F:39])[F:38])[C:3]=1[C:4]([N:6]1[C:14]2[C:9](=[CH:10][CH:11]=[C:12]([CH:15]3[C:19](=[O:20])[NH:18][C:17](=[O:21])[NH:16]3)[CH:13]=2)[C:8]([C:22]2[CH:31]=[CH:30][C:25]([C:26]([O:28]C)=[O:27])=[CH:24][C:23]=2[F:32])=[N:7]1)=[O:5].O[Li].O.Cl. Product: [Cl:1][C:2]1[CH:36]=[CH:35][CH:34]=[C:33]([C:37]([F:40])([F:39])[F:38])[C:3]=1[C:4]([N:6]1[C:14]2[C:9](=[CH:10][CH:11]=[C:12]([CH:15]3[C:19](=[O:20])[NH:18][C:17](=[O:21])[NH:16]3)[CH:13]=2)[C:8]([C:22]2[CH:31]=[CH:30][C:25]([C:26]([OH:28])=[O:27])=[CH:24][C:23]=2[F:32])=[N:7]1)=[O:5]. The catalyst class is: 6. (9) Reactant: [OH:1][CH2:2][CH2:3][OH:4].[CH3:5][CH2:6][CH2:7][C:8](Cl)=[O:9]. Product: [C:8]([O:1][CH2:2][CH2:3][OH:4])(=[O:9])[CH2:7][CH2:6][CH3:5]. The catalyst class is: 66. (10) Reactant: C(OC(=O)C)(=O)C.C([O-])=O.[Na+].[CH:12]([O:15][C:16]([N:18]1[CH2:24][CH2:23][CH2:22][CH:21]([N:25]([C:41](=[O:43])C)[CH2:26][C:27]2[CH:32]=[C:31]([C:33]([F:36])([F:35])[F:34])[CH:30]=[C:29]([C:37]([F:40])([F:39])[F:38])[CH:28]=2)[C:20]2[CH:44]=[CH:45][C:46]([Cl:48])=[CH:47][C:19]1=2)=[O:17])([CH3:14])[CH3:13]. Product: [CH:12]([O:15][C:16]([N:18]1[CH2:24][CH2:23][CH2:22][CH:21]([N:25]([CH2:26][C:27]2[CH:32]=[C:31]([C:33]([F:36])([F:35])[F:34])[CH:30]=[C:29]([C:37]([F:40])([F:39])[F:38])[CH:28]=2)[CH:41]=[O:43])[C:20]2[CH:44]=[CH:45][C:46]([Cl:48])=[CH:47][C:19]1=2)=[O:17])([CH3:14])[CH3:13]. The catalyst class is: 106.